From a dataset of Forward reaction prediction with 1.9M reactions from USPTO patents (1976-2016). Predict the product of the given reaction. (1) The product is: [Cl:17][C:18]1[C:19]([O:31][CH2:32][O:33][CH3:34])=[CH:20][C:21]([O:27][CH2:28][O:29][CH3:30])=[C:22]([CH:26]=1)[C:23]([N:13]1[CH2:14][CH2:15][CH2:16][CH:12]1[C:11]1[CH:10]=[CH:9][C:4]([C:5]([O:7][CH3:8])=[O:6])=[CH:3][C:2]=1[CH3:1])=[O:24]. Given the reactants [CH3:1][C:2]1[CH:3]=[C:4]([CH:9]=[CH:10][C:11]=1[CH:12]1[CH2:16][CH2:15][CH2:14][NH:13]1)[C:5]([O:7][CH3:8])=[O:6].[Cl:17][C:18]1[C:19]([O:31][CH2:32][O:33][CH3:34])=[CH:20][C:21]([O:27][CH2:28][O:29][CH3:30])=[C:22]([CH:26]=1)[C:23](O)=[O:24].CN1CCOCC1.Cl.CN(C)CCCN=C=NCC.ON1C2C=CC=CC=2N=N1, predict the reaction product. (2) Given the reactants [CH2:1]([O:3][C:4]([C:6]1[NH:7][C:8]2[C:13]([CH:14]=1)=[CH:12][CH:11]=[C:10]([CH3:15])[C:9]=2[Br:16])=[O:5])[CH3:2].[C:17]([O:21][C:22]([N:24]1[CH2:28][C@H:27]([CH3:29])OS1(=O)=O)=[O:23])([CH3:20])([CH3:19])[CH3:18], predict the reaction product. The product is: [CH2:1]([O:3][C:4]([C:6]1[N:7]([C@H:27]([CH3:29])[CH2:28][NH:24][C:22]([O:21][C:17]([CH3:20])([CH3:19])[CH3:18])=[O:23])[C:8]2[C:13]([CH:14]=1)=[CH:12][CH:11]=[C:10]([CH3:15])[C:9]=2[Br:16])=[O:5])[CH3:2].